From a dataset of Reaction yield outcomes from USPTO patents with 853,638 reactions. Predict the reaction yield, written as a fraction of the theoretical maximum amount of product (1.0 means a 100% yield; for example, 0.34 means a 34% yield). (1) The reactants are I([O-])(=O)(=O)=O.[Na+].[I:7]I.S(=O)(=O)(O)O.[Br:14][C:15]1[CH:20]=[CH:19][C:18]([CH3:21])=[CH:17][CH:16]=1. The catalyst is C(O)(=O)C.C(OC(=O)C)(=O)C.O. The product is [I:7][C:19]1[CH:20]=[C:15]([Br:14])[CH:16]=[CH:17][C:18]=1[CH3:21]. The yield is 0.670. (2) The reactants are [Br:1][C:2]1[S:6][C:5]([C:7]([OH:9])=[O:8])=[CH:4][CH:3]=1.CI.[C:12](=O)([O-])[O-].[K+].[K+]. The catalyst is CN(C=O)C. The product is [Br:1][C:2]1[S:6][C:5]([C:7]([O:9][CH3:12])=[O:8])=[CH:4][CH:3]=1. The yield is 0.790. (3) The reactants are [CH3:1][C:2]1[S:3][CH:4]=[C:5]([CH2:7]Cl)[N:6]=1.[CH2:9]([CH2:11][NH2:12])[OH:10]. The catalyst is ClCCl. The product is [CH3:1][C:2]1[S:3][CH:4]=[C:5]([CH2:7][NH:12][CH2:11][CH2:9][OH:10])[N:6]=1. The yield is 0.850. (4) The reactants are [Br:1][C:2]1[CH:6]=[N:5][N:4]([CH3:7])[C:3]=1[C:8]1[CH:9]=[C:10]([NH2:23])[CH:11]=[CH:12][C:13]=1[O:14][CH2:15][C:16]1[CH:21]=[CH:20][C:19]([Cl:22])=[CH:18][CH:17]=1.[Cl:24][C:25]1[CH:30]=[CH:29][C:28]([N:31]=[C:32]=[O:33])=[CH:27][CH:26]=1. The catalyst is C(Cl)Cl. The product is [Br:1][C:2]1[CH:6]=[N:5][N:4]([CH3:7])[C:3]=1[C:8]1[CH:9]=[C:10]([NH:23][C:32]([NH:31][C:28]2[CH:29]=[CH:30][C:25]([Cl:24])=[CH:26][CH:27]=2)=[O:33])[CH:11]=[CH:12][C:13]=1[O:14][CH2:15][C:16]1[CH:21]=[CH:20][C:19]([Cl:22])=[CH:18][CH:17]=1. The yield is 0.650. (5) The catalyst is CN(C=O)C. The yield is 0.0500. The reactants are [CH3:1][N:2]1[C:6]([C:7]2[CH:8]=[C:9]([NH2:21])[CH:10]=[CH:11][C:12]=2[O:13][CH2:14][CH2:15][N:16]2[CH2:20][CH2:19][CH2:18][CH2:17]2)=[CH:5][CH:4]=[N:3]1.[Cl:22][C:23]1[CH:33]=[CH:32][C:26]([CH:27]([OH:31])[C:28](O)=[O:29])=[CH:25][CH:24]=1.CN(C(ON1N=NC2C=CC=NC1=2)=[N+](C)C)C.F[P-](F)(F)(F)(F)F.C(N(CC)CC)C. The product is [Cl:22][C:23]1[CH:24]=[CH:25][C:26]([CH:27]([OH:31])[C:28]([NH:21][C:9]2[CH:10]=[CH:11][C:12]([O:13][CH2:14][CH2:15][N:16]3[CH2:20][CH2:19][CH2:18][CH2:17]3)=[C:7]([C:6]3[N:2]([CH3:1])[N:3]=[CH:4][CH:5]=3)[CH:8]=2)=[O:29])=[CH:32][CH:33]=1. (6) The reactants are [C:1]([C:5]1[CH2:6][C:7](=[O:10])[NH:8][N:9]=1)([CH3:4])([CH3:3])[CH3:2].Br[CH2:12][C:13]1[CH:22]=[CH:21][C:16]([C:17]([O:19][CH3:20])=[O:18])=[CH:15][CH:14]=1.[C:23](=[O:26])([O-])[O-].[K+].[K+].CN(C)[CH:31]=[O:32]. The catalyst is O. The product is [C:1]([C:5]1[CH:6]=[C:7]([O:10][CH2:12][C:13]2[CH:22]=[CH:21][C:16]([C:17]([O:19][CH3:20])=[O:18])=[CH:15][CH:14]=2)[N:8]([CH2:12][C:13]2[CH:22]=[CH:21][C:16]([C:23]([O:32][CH3:31])=[O:26])=[CH:15][CH:14]=2)[N:9]=1)([CH3:4])([CH3:3])[CH3:2]. The yield is 0.440. (7) The reactants are [S:1]1[CH:5]=[CH:4][C:3]2[CH:6](O)[C:7]3[CH:14]=[CH:13][CH:12]=[CH:11][C:8]=3[CH2:9][CH2:10][C:2]1=2.[CH2:16]([Si](C)(C)C)[CH:17]=[CH2:18]. The catalyst is C(Cl)Cl.O.O.O.O.O.O.[Fe](Cl)(Cl)Cl. The product is [CH2:18]([CH:6]1[C:3]2[CH:4]=[CH:5][S:1][C:2]=2[CH2:10][CH2:9][C:8]2[CH:11]=[CH:12][CH:13]=[CH:14][C:7]1=2)[CH:17]=[CH2:16]. The yield is 0.430.